Dataset: Full USPTO retrosynthesis dataset with 1.9M reactions from patents (1976-2016). Task: Predict the reactants needed to synthesize the given product. (1) Given the product [Cl:6][C:7]1[CH:8]=[C:9]([C:13]2([C:21]#[N:22])[CH2:19][C@@H:18]3[N:20]([CH2:24][CH2:25][S:26][CH3:27])[C@@H:15]([CH2:16][CH2:17]3)[CH2:14]2)[CH:10]=[N:11][CH:12]=1, predict the reactants needed to synthesize it. The reactants are: CN(C=O)C.[Cl:6][C:7]1[CH:8]=[C:9]([C:13]2([C:21]#[N:22])[CH2:19][C@@H:18]3[NH:20][C@@H:15]([CH2:16][CH2:17]3)[CH2:14]2)[CH:10]=[N:11][CH:12]=1.Cl[CH2:24][CH2:25][S:26][CH3:27].C([O-])([O-])=O.[K+].[K+]. (2) Given the product [CH2:1]([C:3]1[CH:8]=[N:7][C:6]([C:9]2[CH:10]=[CH:11][C:12]([CH2:15][CH2:16][CH2:17][O:18][C:19]3[CH:20]=[C:21]4[C:26](=[CH:27][CH:28]=3)[CH2:25][NH:24][CH2:23][CH2:22]4)=[CH:13][CH:14]=2)=[N:5][CH:4]=1)[CH3:2], predict the reactants needed to synthesize it. The reactants are: [CH2:1]([C:3]1[CH:4]=[N:5][C:6]([C:9]2[CH:14]=[CH:13][C:12]([CH2:15][CH2:16][CH2:17][O:18][C:19]3[CH:20]=[C:21]4[C:26](=[CH:27][CH:28]=3)[CH2:25][N:24](C(OC(C)(C)C)=O)[CH2:23][CH2:22]4)=[CH:11][CH:10]=2)=[N:7][CH:8]=1)[CH3:2].OC1C=C2C(=CC=1)CN(C(OC(C)(C)C)=O)CC2.C([O-])([O-])=O.[Cs+].[Cs+].CS(OCCCC1C=CC(C2N=CC(CC)=CN=2)=CC=1)(=O)=O.